Dataset: Peptide-MHC class II binding affinity with 134,281 pairs from IEDB. Task: Regression. Given a peptide amino acid sequence and an MHC pseudo amino acid sequence, predict their binding affinity value. This is MHC class II binding data. (1) The peptide sequence is SELPDFLAKKGGEAM. The binding affinity (normalized) is 0.543. The MHC is DRB5_0101 with pseudo-sequence DRB5_0101. (2) The peptide sequence is AANIIGILHLILWILDRL. The binding affinity (normalized) is 0. The MHC is DRB1_0101 with pseudo-sequence DRB1_0101. (3) The peptide sequence is ISGYNFSLSAAVKAG. The MHC is DRB4_0101 with pseudo-sequence DRB4_0103. The binding affinity (normalized) is 0.377. (4) The peptide sequence is LDYLRRMTVFLQGLM. The MHC is DRB1_0404 with pseudo-sequence DRB1_0404. The binding affinity (normalized) is 0.667.